This data is from Full USPTO retrosynthesis dataset with 1.9M reactions from patents (1976-2016). The task is: Predict the reactants needed to synthesize the given product. (1) Given the product [CH3:1][O:2][C:3]([C@@H:5]1[CH2:9][C@@H:8]([NH:10][CH2:21][C:20]2[CH:23]=[CH:24][C:25]([F:27])=[CH:26][C:19]=2[F:18])[CH2:7][N:6]1[C:11]([O:13][C:14]([CH3:17])([CH3:16])[CH3:15])=[O:12])=[O:4], predict the reactants needed to synthesize it. The reactants are: [CH3:1][O:2][C:3]([CH:5]1[CH2:9][CH:8]([NH2:10])[CH2:7][N:6]1[C:11]([O:13][C:14]([CH3:17])([CH3:16])[CH3:15])=[O:12])=[O:4].[F:18][C:19]1[CH:26]=[C:25]([F:27])[CH:24]=[CH:23][C:20]=1[CH:21]=O.[BH-](OC(C)=O)(OC(C)=O)OC(C)=O.[Na+]. (2) Given the product [Cl:1][C:2]1[C:3]([C:10]2[CH:15]=[CH:14][C:13]([C:16]([F:19])([F:18])[F:17])=[CH:12][CH:11]=2)=[N:4][O:5][C:6]=1[C:7]([NH:29][CH:28]1[CH2:25][CH2:33][CH2:31][CH2:32]1)=[O:9], predict the reactants needed to synthesize it. The reactants are: [Cl:1][C:2]1[C:3]([C:10]2[CH:15]=[CH:14][C:13]([C:16]([F:19])([F:18])[F:17])=[CH:12][CH:11]=2)=[N:4][O:5][C:6]=1[C:7]([OH:9])=O.FC(F)(F)C1C=C[C:25]([C:28]2[CH:32]=[C:31]([C:33](O)=O)O[N:29]=2)=CC=1. (3) Given the product [C:27]([O:30][C:31]([N:24]1[CH:20]([CH2:19][O:18][Si:1]([C:14]([CH3:17])([CH3:15])[CH3:16])([C:8]2[CH:13]=[CH:12][CH:11]=[CH:10][CH:9]=2)[C:2]2[CH:7]=[CH:6][CH:5]=[CH:4][CH:3]=2)[CH2:21][CH2:22][C:23]1=[O:25])=[O:32])([CH3:29])([CH3:28])[CH3:26], predict the reactants needed to synthesize it. The reactants are: [Si:1]([O:18][CH2:19][C@H:20]1[NH:24][C:23](=[O:25])[CH2:22][CH2:21]1)([C:14]([CH3:17])([CH3:16])[CH3:15])([C:8]1[CH:13]=[CH:12][CH:11]=[CH:10][CH:9]=1)[C:2]1[CH:7]=[CH:6][CH:5]=[CH:4][CH:3]=1.[CH3:26][C:27]([O:30][C:31](O[C:31]([O:30][C:27]([CH3:29])([CH3:28])[CH3:26])=[O:32])=[O:32])([CH3:29])[CH3:28].